From a dataset of Reaction yield outcomes from USPTO patents with 853,638 reactions. Predict the reaction yield, written as a fraction of the theoretical maximum amount of product (1.0 means a 100% yield; for example, 0.34 means a 34% yield). (1) The reactants are [CH2:1]([O:3][C:4]([C:6]1[CH:7]=[C:8]2[C:13](=[CH:14][CH:15]=1)[NH:12][CH:11]([C:16]1[CH:21]=[C:20]([F:22])[CH:19]=[C:18](Br)[CH:17]=1)[C:10]([CH3:25])([CH3:24])[CH2:9]2)=[O:5])[CH3:2].[Br-].[CH:27]1([Zn+])[CH2:32][CH2:31][CH2:30][CH2:29][CH2:28]1.O1CCCC1.[Cl-].[NH4+]. The catalyst is O1CCOCC1.C1C=CC(P(C2C=CC=CC=2)[C-]2C=CC=C2)=CC=1.C1C=CC(P(C2C=CC=CC=2)[C-]2C=CC=C2)=CC=1.Cl[Pd]Cl.[Fe+2].CN(C=O)C. The product is [CH2:1]([O:3][C:4]([C:6]1[CH:7]=[C:8]2[C:13](=[CH:14][CH:15]=1)[NH:12][CH:11]([C:16]1[CH:21]=[C:20]([F:22])[CH:19]=[C:18]([CH:27]3[CH2:32][CH2:31][CH2:30][CH2:29][CH2:28]3)[CH:17]=1)[C:10]([CH3:25])([CH3:24])[CH2:9]2)=[O:5])[CH3:2]. The yield is 0.510. (2) The product is [CH:1]1([C:7]2[CH:8]=[CH:9][C:10]3[O:14][C:13]([C:20]4[CH:27]=[CH:26][C:23]([CH:24]=[O:25])=[C:22]([F:28])[CH:21]=4)=[CH:12][C:11]=3[CH:18]=2)[CH2:6][CH2:5][CH2:4][CH2:3][CH2:2]1. The catalyst is C(O)C.Cl[Pd](Cl)([P](C1C=CC=CC=1)(C1C=CC=CC=1)C1C=CC=CC=1)[P](C1C=CC=CC=1)(C1C=CC=CC=1)C1C=CC=CC=1. The yield is 0.490. The reactants are [CH:1]1([C:7]2[CH:8]=[CH:9][C:10]3[O:14][C:13](B(O)O)=[CH:12][C:11]=3[CH:18]=2)[CH2:6][CH2:5][CH2:4][CH2:3][CH2:2]1.Br[C:20]1[CH:27]=[CH:26][C:23]([CH:24]=[O:25])=[C:22]([F:28])[CH:21]=1.C(N(CC)CC)C. (3) The reactants are [CH:1]([O:4][C:5]1[CH:10]=[CH:9][C:8](B(O)O)=[CH:7][CH:6]=1)([CH3:3])[CH3:2].Br[C:15]1[C:20](=[O:21])[N:19]([CH2:22][C:23]2[CH:28]=[CH:27][C:26]([C:29]3[C:30]([C:35]#[N:36])=[CH:31][CH:32]=[CH:33][CH:34]=3)=[CH:25][CH:24]=2)[C:18]([CH2:37][CH2:38][CH2:39][CH3:40])=[N:17][C:16]=1[CH3:41]. The catalyst is O1CCOCC1.C(=O)([O-])[O-].[Cs+].[Cs+].C(OCC)(=O)C.C1C=CC(P(C2C=CC=CC=2)[C-]2C=CC=C2)=CC=1.C1C=CC(P(C2C=CC=CC=2)[C-]2C=CC=C2)=CC=1.Cl[Pd]Cl.[Fe+2]. The product is [CH2:37]([C:18]1[N:19]([CH2:22][C:23]2[CH:24]=[CH:25][C:26]([C:29]3[C:30]([C:35]#[N:36])=[CH:31][CH:32]=[CH:33][CH:34]=3)=[CH:27][CH:28]=2)[C:20](=[O:21])[C:15]([C:8]2[CH:9]=[CH:10][C:5]([O:4][CH:1]([CH3:3])[CH3:2])=[CH:6][CH:7]=2)=[C:16]([CH3:41])[N:17]=1)[CH2:38][CH2:39][CH3:40]. The yield is 0.990. (4) The reactants are C[C:2]1[CH:7]=[CH:6][C:5]([S@@:8]([NH2:10])=[O:9])=[CH:4][CH:3]=1.[CH3:11][C:12]([C@H:15]1[CH2:20][CH2:19][C@H:18]([CH:21]=O)[CH2:17][CH2:16]1)([CH3:14])[CH3:13].O.CCCCCC.C(OCC)(=O)C. The catalyst is ClCCl.[O-]CC.[Ti+4].[O-]CC.[O-]CC.[O-]CC. The product is [CH3:14][C:12]([C@H:15]1[CH2:16][CH2:17][C@H:18](/[CH:21]=[N:10]/[S@:8]([C:5]2[CH:4]=[CH:3][CH:2]=[CH:7][CH:6]=2)=[O:9])[CH2:19][CH2:20]1)([CH3:11])[CH3:13]. The yield is 0.410. (5) The reactants are [OH:1][CH:2]([CH2:23][OH:24])[CH2:3][N:4]1[CH:9]=[CH:8][C:7](=[O:10])[C:6]([O:11][CH2:12][C:13]2[CH:18]=[CH:17][CH:16]=[CH:15][CH:14]=2)=[C:5]1[C:19]([O:21][CH3:22])=[O:20].[Br:25]N1C(=O)CCC1=O. The catalyst is CN(C=O)C. The product is [Br:25][C:8]1[C:7](=[O:10])[C:6]([O:11][CH2:12][C:13]2[CH:14]=[CH:15][CH:16]=[CH:17][CH:18]=2)=[C:5]([C:19]([O:21][CH3:22])=[O:20])[N:4]([CH2:3][CH:2]([OH:1])[CH2:23][OH:24])[CH:9]=1. The yield is 0.916. (6) The reactants are Br[C:2]1[CH:3]=[C:4]([N:22]([CH2:29][CH3:30])[CH:23]2[CH2:28][CH2:27][O:26][CH2:25][CH2:24]2)[C:5]([CH3:21])=[C:6]([CH:20]=1)[C:7]([NH:9][CH2:10][C:11]1[C:12](=[O:19])[NH:13][C:14]([CH3:18])=[CH:15][C:16]=1[CH3:17])=[O:8].[O:31]1[CH2:36][CH2:35][N:34]([C:37]([C:39]2[CH:44]=[CH:43][C:42](B3OC(C)(C)C(C)(C)O3)=[CH:41][CH:40]=2)=[O:38])[CH2:33][CH2:32]1.C([O-])([O-])=O.[Na+].[Na+]. The catalyst is O1CCOCC1.O.C1C=CC([P]([Pd]([P](C2C=CC=CC=2)(C2C=CC=CC=2)C2C=CC=CC=2)([P](C2C=CC=CC=2)(C2C=CC=CC=2)C2C=CC=CC=2)[P](C2C=CC=CC=2)(C2C=CC=CC=2)C2C=CC=CC=2)(C2C=CC=CC=2)C2C=CC=CC=2)=CC=1. The product is [CH3:17][C:16]1[CH:15]=[C:14]([CH3:18])[NH:13][C:12](=[O:19])[C:11]=1[CH2:10][NH:9][C:7]([C:6]1[CH:20]=[C:2]([C:42]2[CH:41]=[CH:40][C:39]([C:37]([N:34]3[CH2:35][CH2:36][O:31][CH2:32][CH2:33]3)=[O:38])=[CH:44][CH:43]=2)[CH:3]=[C:4]([N:22]([CH2:29][CH3:30])[CH:23]2[CH2:28][CH2:27][O:26][CH2:25][CH2:24]2)[C:5]=1[CH3:21])=[O:8]. The yield is 0.680. (7) The reactants are F[C:2]1[CH:7]=[CH:6][C:5]([CH:8]([CH2:12][CH:13]2[CH2:18][CH2:17][CH2:16][CH2:15][O:14]2)[C:9]([OH:11])=[O:10])=[CH:4][C:3]=1[C:19]([F:22])([F:21])[F:20].[H-].[Na+].[CH3:25][S-:26].[Na+]. The catalyst is CN(C)C=O. The product is [CH3:25][S:26][C:2]1[CH:7]=[CH:6][C:5]([CH:8]([CH2:12][CH:13]2[CH2:18][CH2:17][CH2:16][CH2:15][O:14]2)[C:9]([OH:11])=[O:10])=[CH:4][C:3]=1[C:19]([F:22])([F:21])[F:20]. The yield is 1.00. (8) The product is [CH3:23][O:22][C:19]1[C:20]2[O:21][C:11]3[C:10](=[O:26])[N:9]([C@@H:4]([CH2:5][CH:6]([CH3:8])[CH3:7])[C:3]([OH:27])=[O:2])[CH2:13][C:12]=3[CH2:14][C:15]=2[C:16]([O:24][CH3:25])=[CH:17][CH:18]=1. The yield is 0.895. The reactants are C[O:2][C:3](=[O:27])[C@@H:4]([N:9]1[CH2:13][C:12]2[CH2:14][C:15]3[C:16]([O:24][CH3:25])=[CH:17][CH:18]=[C:19]([O:22][CH3:23])[C:20]=3[O:21][C:11]=2[C:10]1=[O:26])[CH2:5][CH:6]([CH3:8])[CH3:7].O.[OH-].[Li+]. The catalyst is O1CCCC1.O.